This data is from Reaction yield outcomes from USPTO patents with 853,638 reactions. The task is: Predict the reaction yield, written as a fraction of the theoretical maximum amount of product (1.0 means a 100% yield; for example, 0.34 means a 34% yield). The reactants are [Si:1]([O:8][C:9]1([CH2:13][CH:14]([OH:17])CO)[CH2:12][CH2:11][CH2:10]1)([C:4]([CH3:7])([CH3:6])[CH3:5])([CH3:3])[CH3:2].C1COCC1.CC(O)(C)C.O.I([O-])(=O)(=O)=O.[Na+].CCOC(C)=O.CCCCCC. The catalyst is O. The product is [Si:1]([O:8][C:9]1([CH2:13][CH:14]=[O:17])[CH2:10][CH2:11][CH2:12]1)([C:4]([CH3:7])([CH3:6])[CH3:5])([CH3:3])[CH3:2]. The yield is 0.962.